This data is from Peptide-MHC class II binding affinity with 134,281 pairs from IEDB. The task is: Regression. Given a peptide amino acid sequence and an MHC pseudo amino acid sequence, predict their binding affinity value. This is MHC class II binding data. (1) The peptide sequence is EKKYFAATIFEPLAA. The MHC is DRB1_0701 with pseudo-sequence DRB1_0701. The binding affinity (normalized) is 0.854. (2) The peptide sequence is AFKVVATAANAAPAN. The MHC is DRB1_0701 with pseudo-sequence DRB1_0701. The binding affinity (normalized) is 0.717. (3) The MHC is DRB3_0301 with pseudo-sequence DRB3_0301. The peptide sequence is PKQMLVGGVVLLGAMK. The binding affinity (normalized) is 0.851. (4) The peptide sequence is PAAAYATATPAAATA. The MHC is HLA-DPA10301-DPB10402 with pseudo-sequence HLA-DPA10301-DPB10402. The binding affinity (normalized) is 0.0292. (5) The peptide sequence is GRLEYCLKDRMNFDI. The MHC is DRB1_1302 with pseudo-sequence DRB1_1302. The binding affinity (normalized) is 0.342.